Dataset: Forward reaction prediction with 1.9M reactions from USPTO patents (1976-2016). Task: Predict the product of the given reaction. (1) Given the reactants [Br:1][C:2]1[N:7]=[C:6]([Cl:8])[C:5]([NH2:9])=[C:4]([NH:10][CH2:11][CH3:12])[CH:3]=1.[C:13]([CH2:15][C:16](O)=[O:17])#[N:14].C(Cl)CCl.CN1CCOCC1, predict the reaction product. The product is: [Br:1][C:2]1[N:7]=[C:6]([Cl:8])[C:5]([NH:9][C:16](=[O:17])[CH2:15][C:13]#[N:14])=[C:4]([NH:10][CH2:11][CH3:12])[CH:3]=1. (2) Given the reactants Br[C:2]1[CH:7]=[CH:6][C:5]([CH:8]=[CH2:9])=[C:4]([F:10])[CH:3]=1.Cl.[CH3:12][O:13][C:14]([C:16]1[CH:17]=[C:18](B(O)O)[CH:19]=[N:20][CH:21]=1)=[O:15].Cl.C(=O)([O-])[O-].[K+].[K+], predict the reaction product. The product is: [F:10][C:4]1[CH:3]=[C:2]([C:18]2[CH:19]=[N:20][CH:21]=[C:16]([CH:17]=2)[C:14]([O:13][CH3:12])=[O:15])[CH:7]=[CH:6][C:5]=1[CH:8]=[CH2:9]. (3) Given the reactants OC(C1CCN(CC2C=CC([N+]([O-])=O)=C(N[C@@H:19]3[CH2:24][CH2:23][C@H:22]([C:25]([OH:27])=O)[CH2:21][CH2:20]3)C=2)CC1)(C)C.C1N=C[N:33](C(N2C=NC=C2)=O)C=1.[OH-].[NH4+], predict the reaction product. The product is: [CH:22]1([C:25]([NH2:33])=[O:27])[CH2:23][CH2:24][CH2:19][CH2:20][CH2:21]1. (4) The product is: [C:14]1([C:23]2[CH:24]=[CH:25][CH:26]=[CH:27][CH:28]=2)[CH:19]=[CH:18][CH:17]=[C:16]([C:2]2[CH:3]=[C:4]([N+:11]([O-:13])=[O:12])[CH:5]=[C:6]3[C:10]=2[NH:9][CH:8]=[CH:7]3)[CH:15]=1. Given the reactants I[C:2]1[CH:3]=[C:4]([N+:11]([O-:13])=[O:12])[CH:5]=[C:6]2[C:10]=1[NH:9][CH:8]=[CH:7]2.[C:14]1([C:23]2[CH:28]=[CH:27][CH:26]=[CH:25][CH:24]=2)[CH:19]=[CH:18][CH:17]=[C:16](B(O)O)[CH:15]=1.P([O-])([O-])([O-])=O.[K+].[K+].[K+].O1CCOCC1, predict the reaction product. (5) Given the reactants [NH2:1][CH2:2][C@:3]([OH:21])([CH2:8][C:9]([C:12]1[C:20]2[O:19][CH2:18][CH2:17][C:16]=2[CH:15]=[CH:14][CH:13]=1)([CH3:11])[CH3:10])[C:4]([F:7])([F:6])[F:5].O1C2C(C(C)(C)C[C@@](CN[C@@H](C3C=CC=CC=3)C)(O)C(F)(F)F)=CC=CC=2CC1, predict the reaction product. The product is: [NH2:1][CH2:2][C@@:3]([OH:21])([CH2:8][C:9]([C:12]1[C:20]2[O:19][CH2:18][CH2:17][C:16]=2[CH:15]=[CH:14][CH:13]=1)([CH3:11])[CH3:10])[C:4]([F:6])([F:7])[F:5]. (6) Given the reactants [F:1][C:2]1[CH:7]=[CH:6][C:5]([OH:8])=[CH:4][CH:3]=1.[Br:9][C:10]1[CH:11]=[C:12]([CH:15]=[C:16](F)[CH:17]=1)[C:13]#[N:14].C([O-])([O-])=O.[K+].[K+], predict the reaction product. The product is: [Br:9][C:10]1[CH:11]=[C:12]([CH:15]=[C:16]([O:8][C:5]2[CH:6]=[CH:7][C:2]([F:1])=[CH:3][CH:4]=2)[CH:17]=1)[C:13]#[N:14]. (7) Given the reactants [CH3:1][O:2][C:3]1[C:8]([N:9]2[C:13]([C:14]([F:17])([F:16])[F:15])=[N:12][N:11]=[N:10]2)=[CH:7][CH:6]=[C:5]([O:18][CH3:19])[C:4]=1[CH2:20][OH:21].C[N+]1([O-])CCOCC1, predict the reaction product. The product is: [CH3:1][O:2][C:3]1[C:8]([N:9]2[C:13]([C:14]([F:17])([F:16])[F:15])=[N:12][N:11]=[N:10]2)=[CH:7][CH:6]=[C:5]([O:18][CH3:19])[C:4]=1[CH:20]=[O:21].